Dataset: Forward reaction prediction with 1.9M reactions from USPTO patents (1976-2016). Task: Predict the product of the given reaction. (1) Given the reactants [CH3:1][CH:2]1[NH:7][CH2:6][C:5]2[S:8][CH:9]=[N:10][C:4]=2[CH2:3]1.C([Li:15])CCC.[C:16](=[O:18])=[O:17], predict the reaction product. The product is: [CH3:1][CH:2]1[NH:7][CH2:6][C:5]2[S:8][C:9]([C:16]([O-:18])=[O:17])=[N:10][C:4]=2[CH2:3]1.[Li+:15]. (2) Given the reactants C([O:8]C1C(O)=CC=C(Cl)C=1C1C=CC=CC=1Cl)C1C=CC=CC=1.[CH2:24]([O:31][C:32]1[C:37](C=O)=[CH:36][CH:35]=[C:34]([F:40])[C:33]=1[C:41]1[CH:46]=[CH:45][C:44]([Cl:47])=[CH:43][C:42]=1[Cl:48])[C:25]1[CH:30]=[CH:29][CH:28]=[CH:27][CH:26]=1, predict the reaction product. The product is: [CH2:24]([O:31][C:32]1[C:37]([OH:8])=[CH:36][CH:35]=[C:34]([F:40])[C:33]=1[C:41]1[CH:46]=[CH:45][C:44]([Cl:47])=[CH:43][C:42]=1[Cl:48])[C:25]1[CH:30]=[CH:29][CH:28]=[CH:27][CH:26]=1. (3) Given the reactants Br[C:2]1[CH:3]=[C:4]2[C:9](=[CH:10][CH:11]=1)[N:8]=[CH:7][C:6]([C:12]([CH:14]1[CH2:16][CH2:15]1)=[O:13])=[C:5]2[NH:17][C@H:18]1[CH2:23][CH2:22][C@H:21]([N:24]([CH3:26])[CH3:25])[CH2:20][CH2:19]1.[Cl:27][C:28]1[CH:33]=[C:32](B2OC(C)(C)C(C)(C)O2)[CH:31]=[C:30]([O:43][CH3:44])[C:29]=1[OH:45], predict the reaction product. The product is: [Cl:27][C:28]1[CH:33]=[C:32]([C:2]2[CH:3]=[C:4]3[C:9](=[CH:10][CH:11]=2)[N:8]=[CH:7][C:6]([C:12]([CH:14]2[CH2:15][CH2:16]2)=[O:13])=[C:5]3[NH:17][C@H:18]2[CH2:23][CH2:22][C@H:21]([N:24]([CH3:25])[CH3:26])[CH2:20][CH2:19]2)[CH:31]=[C:30]([O:43][CH3:44])[C:29]=1[OH:45]. (4) Given the reactants C[N:2](C)/[CH:3]=[CH:4]/[C:5]([C:7]1[C:12](=[O:13])[CH:11]=[CH:10][N:9]([C:14]2[CH:19]=[CH:18][C:17]([S:20]([CH3:23])(=[O:22])=[O:21])=[CH:16][CH:15]=2)[N:8]=1)=O.[CH:25]1[C:34]2[C:29](=[C:30]([NH:35]N)[CH:31]=[CH:32][CH:33]=2)[CH:28]=[CH:27][N:26]=1, predict the reaction product. The product is: [CH:25]1[C:34]2[C:29](=[C:30]([N:35]3[C:5]([C:7]4[C:12](=[O:13])[CH:11]=[CH:10][N:9]([C:14]5[CH:19]=[CH:18][C:17]([S:20]([CH3:23])(=[O:22])=[O:21])=[CH:16][CH:15]=5)[N:8]=4)=[CH:4][CH:3]=[N:2]3)[CH:31]=[CH:32][CH:33]=2)[CH:28]=[CH:27][N:26]=1.